Dataset: Forward reaction prediction with 1.9M reactions from USPTO patents (1976-2016). Task: Predict the product of the given reaction. (1) Given the reactants Cl[CH2:2][C:3]1[CH:4]=[CH:5][C:6]([O:9][CH3:10])=[N:7][CH:8]=1.[CH2:11]([O:18][C:19]1[CH:28]=[CH:27][CH:26]=[C:25]2[C:20]=1[CH2:21][CH2:22][CH2:23][CH:24]2[C:29]([NH:31][C:32]1[CH:33]=[N:34][C:35]([CH:38]([CH3:40])[CH3:39])=[CH:36][CH:37]=1)=[O:30])[C:12]1[CH:17]=[CH:16][CH:15]=[CH:14][CH:13]=1, predict the reaction product. The product is: [CH2:11]([O:18][C:19]1[CH:28]=[CH:27][CH:26]=[C:25]2[C:20]=1[CH2:21][CH2:22][CH2:23][CH:24]2[C:29]([N:31]([C:32]1[CH:33]=[N:34][C:35]([CH:38]([CH3:40])[CH3:39])=[CH:36][CH:37]=1)[CH2:2][C:3]1[CH:8]=[N:7][C:6]([O:9][CH3:10])=[CH:5][CH:4]=1)=[O:30])[C:12]1[CH:17]=[CH:16][CH:15]=[CH:14][CH:13]=1. (2) Given the reactants [Cl:1][C:2]1[CH:3]=[C:4]([C@@H:16]([NH:23][C:24](=[O:44])[CH2:25][NH:26][C:27](=[O:43])[C:28]2[CH:33]=[C:32]([NH:34][C:35]3[NH:36][CH2:37][CH:38]([OH:41])[CH2:39][N:40]=3)[CH:31]=[C:30]([OH:42])[CH:29]=2)[CH2:17][C:18]([O:20]CC)=[O:19])[CH:5]=[C:6]([C:8]2([C:14]#[N:15])[CH2:13][CH2:12][O:11][CH2:10][CH2:9]2)[CH:7]=1.O.[OH-].[Li+].ClCCl, predict the reaction product. The product is: [Cl:1][C:2]1[CH:3]=[C:4]([C@@H:16]([NH:23][C:24](=[O:44])[CH2:25][NH:26][C:27](=[O:43])[C:28]2[CH:33]=[C:32]([NH:34][C:35]3[NH:40][CH2:39][CH:38]([OH:41])[CH2:37][N:36]=3)[CH:31]=[C:30]([OH:42])[CH:29]=2)[CH2:17][C:18]([OH:20])=[O:19])[CH:5]=[C:6]([C:8]2([C:14]#[N:15])[CH2:13][CH2:12][O:11][CH2:10][CH2:9]2)[CH:7]=1. (3) Given the reactants [I:1][C:2]1[C:10]2[C:5](=[CH:6][CH:7]=[C:8]([C:11]([OH:13])=O)[CH:9]=2)[NH:4][N:3]=1.CN(C(ON1N=N[C:24]2[CH:25]=[CH:26][CH:27]=[CH:28][C:23]1=2)=[N+](C)C)C.[B-](F)(F)(F)F.CCN([CH:42]([CH3:44])[CH3:43])C(C)C.C[N:46]([CH:48]=O)C, predict the reaction product. The product is: [CH:42]1([C@H:48]([C:23]2[CH:24]=[CH:25][CH:26]=[CH:27][CH:28]=2)[NH:46][C:11]([C:8]2[CH:9]=[C:10]3[C:5](=[CH:6][CH:7]=2)[NH:4][N:3]=[C:2]3[I:1])=[O:13])[CH2:44][CH2:43]1. (4) Given the reactants [S:1]1[CH:5]=[CH:4][CH:3]=[C:2]1[C:6]([NH:8][CH2:9][C:10]([OH:12])=[O:11])=O.O[CH2:14][C:15]1[O:19][C:18]([CH:20]=[O:21])=[CH:17][CH:16]=1.[C:22]([O-])(=[O:24])[CH3:23].[Na+].C(OC(=O)C)(=O)C, predict the reaction product. The product is: [C:22]([O:21][CH2:20][C:18]1[O:19][C:15]([CH:14]=[C:9]2[C:10](=[O:11])[O:12][C:6]([C:2]3[S:1][CH:5]=[CH:4][CH:3]=3)=[N:8]2)=[CH:16][CH:17]=1)(=[O:24])[CH3:23]. (5) Given the reactants [CH2:1]([O:4][N:5]([C@H:18]1[CH2:23][NH:22][C@H:21]([C:24]([NH2:26])=[O:25])[CH:20]=[C:19]1[CH:27]([CH3:29])[CH3:28])S(C1C=CC=CC=1[N+]([O-])=O)(=O)=O)[CH:2]=[CH2:3].C(ON[C@H]1CN[C@@H](C(N)=O)C=C1C)C=C, predict the reaction product. The product is: [CH2:1]([O:4][NH:5][C@H:18]1[CH2:23][NH:22][C@H:21]([C:24]([NH2:26])=[O:25])[CH:20]=[C:19]1[CH:27]([CH3:29])[CH3:28])[CH:2]=[CH2:3]. (6) Given the reactants Cl.[NH2:2][OH:3].C(N(CC)CC)C.[Cl:11][C:12]1[CH:13]=[C:14]([CH:17]=[CH:18][C:19]=1[C:20]1[N:24]=[C:23]([C:25]2[N:26]=[C:27]3[C:32]([Cl:33])=[CH:31][C:30]([C:34]([F:37])([F:36])[F:35])=[CH:29][N:28]3[CH:38]=2)[O:22][N:21]=1)[C:15]#[N:16], predict the reaction product. The product is: [Cl:11][C:12]1[CH:13]=[C:14]([CH:17]=[CH:18][C:19]=1[C:20]1[N:24]=[C:23]([C:25]2[N:26]=[C:27]3[C:32]([Cl:33])=[CH:31][C:30]([C:34]([F:37])([F:36])[F:35])=[CH:29][N:28]3[CH:38]=2)[O:22][N:21]=1)[C:15](=[N:2][OH:3])[NH2:16]. (7) Given the reactants [CH3:1][CH:2]1[S:6][C:5]([NH:7][C@H:8]([C:10]2[CH:15]=[CH:14][C:13]([F:16])=[CH:12][CH:11]=2)[CH3:9])=[N:4][C:3]1=[O:17].Br[C:19]1[CH:26]=[CH:25][C:22]([C:23]#[N:24])=[CH:21][CH:20]=1.CC1(C2C=CC(C#N)=CC=2)SC(N[C@H](C2C=CC=CC=2C(F)(F)F)C)=NC1=O, predict the reaction product. The product is: [F:16][C:13]1[CH:14]=[CH:15][C:10]([C@@H:8]([NH:7][C:5]2[S:6][C:2]([C:19]3[CH:26]=[CH:25][C:22]([C:23]#[N:24])=[CH:21][CH:20]=3)([CH3:1])[C:3](=[O:17])[N:4]=2)[CH3:9])=[CH:11][CH:12]=1. (8) Given the reactants CO.[OH-].[Na+].[Br:5][C:6]1[CH:25]=[CH:24][CH:23]=[CH:22][C:7]=1[O:8][C:9]1[CH:18]=[C:17]([N+:19]([O-:21])=[O:20])[CH:16]=[CH:15][C:10]=1[C:11]([O:13]C)=[O:12], predict the reaction product. The product is: [Br:5][C:6]1[CH:25]=[CH:24][CH:23]=[CH:22][C:7]=1[O:8][C:9]1[CH:18]=[C:17]([N+:19]([O-:21])=[O:20])[CH:16]=[CH:15][C:10]=1[C:11]([OH:13])=[O:12]. (9) Given the reactants [NH2:1][C:2]1[C:7]([OH:8])=[CH:6][C:5]([N+:9]([O-:11])=[O:10])=[CH:4][N:3]=1.CN(C)C=O.C(=O)([O-])[O-].[K+].[K+].Br[CH2:24][CH:25]1[O:27][CH2:26]1, predict the reaction product. The product is: [N+:9]([C:5]1[CH:4]=[N:3][C:2]2[NH:1][CH:25]([CH2:26][OH:27])[CH2:24][O:8][C:7]=2[CH:6]=1)([O-:11])=[O:10].